Predict which catalyst facilitates the given reaction. From a dataset of Catalyst prediction with 721,799 reactions and 888 catalyst types from USPTO. (1) Reactant: [CH:1]1[C:10]2[C:5](=[CH:6][CH:7]=[CH:8][CH:9]=2)[CH:4]=[CH:3][C:2]=1[NH:11][C:12]([C:14]1[C:18]2[N:19]=[C:20](Cl)[N:21]=[CH:22][C:17]=2[S:16][CH:15]=1)=[O:13].[NH2:24][C@@H:25]1[CH2:30][CH2:29][O:28][CH2:27][C@@H:26]1[NH:31][C:32](=[O:38])[O:33][C:34]([CH3:37])([CH3:36])[CH3:35].C(N(C(C)C)CC)(C)C. The catalyst class is: 346. Product: [C:34]([O:33][C:32](=[O:38])[NH:31][C@@H:26]1[C@H:25]([NH:24][C:20]2[N:21]=[CH:22][C:17]3[S:16][CH:15]=[C:14]([C:12](=[O:13])[NH:11][C:2]4[CH:3]=[CH:4][C:5]5[C:10](=[CH:9][CH:8]=[CH:7][CH:6]=5)[CH:1]=4)[C:18]=3[N:19]=2)[CH2:30][CH2:29][O:28][CH2:27]1)([CH3:37])([CH3:35])[CH3:36]. (2) Reactant: [OH:1][C:2]1[CH:9]=[CH:8][C:5]([CH:6]=O)=[CH:4][CH:3]=1.[CH2:10]([NH2:18])[CH2:11][C:12]1[CH:17]=[CH:16][CH:15]=[CH:14][CH:13]=1.[BH4-].[Na+]. Product: [CH2:10]([NH:18][CH2:6][C:5]1[CH:8]=[CH:9][C:2]([OH:1])=[CH:3][CH:4]=1)[CH2:11][C:12]1[CH:17]=[CH:16][CH:15]=[CH:14][CH:13]=1. The catalyst class is: 5.